Dataset: Reaction yield outcomes from USPTO patents with 853,638 reactions. Task: Predict the reaction yield, written as a fraction of the theoretical maximum amount of product (1.0 means a 100% yield; for example, 0.34 means a 34% yield). (1) The reactants are Cl.C(OC([NH:9][CH2:10][C:11]1[CH:16]=[CH:15][C:14]([NH:17][C:18](=[O:23])[C:19]([CH3:22])([CH3:21])[CH3:20])=[CH:13][CH:12]=1)=O)(C)(C)C. The catalyst is O1CCOCC1. The product is [CH3:20][C:19]([CH3:22])([CH3:21])[C:18]([NH:17][C:14]1[CH:15]=[CH:16][C:11]([CH2:10][NH2:9])=[CH:12][CH:13]=1)=[O:23]. The yield is 0.840. (2) The reactants are [C:1]([C:4]1[C:9]([NH:10][C:11]([C:13]2[S:14][CH:15]=[C:16]([CH:18]([CH3:20])[CH3:19])[N:17]=2)=O)=[C:8]([F:21])[C:7]([O:22][CH3:23])=[CH:6][CH:5]=1)(=[O:3])[CH3:2].C(C1N=C(C2C=C(O)C3C(=CC(OC)=CC=3)N=2)SC=1)(C)C. No catalyst specified. The product is [CH:18]([C:16]1[N:17]=[C:13]([C:11]2[CH:2]=[C:1]([OH:3])[C:4]3[C:9](=[C:8]([F:21])[C:7]([O:22][CH3:23])=[CH:6][CH:5]=3)[N:10]=2)[S:14][CH:15]=1)([CH3:20])[CH3:19]. The yield is 0.900. (3) The reactants are [NH2:1][C:2]1[C:3]2[C:13](=[O:14])[N:12]([C:15]3[CH:20]=[CH:19][C:18]([C@H:21]4[CH2:26][CH2:25][C@H:24]([CH2:27][C:28]([OH:30])=[O:29])[CH2:23][CH2:22]4)=[CH:17][CH:16]=3)[CH2:11][CH2:10][C:4]=2[N:5]=[C:6]([O:8][CH3:9])[N:7]=1.[ClH:31]. The catalyst is CO. The product is [ClH:31].[NH2:1][C:2]1[C:3]2[C:13](=[O:14])[N:12]([C:15]3[CH:20]=[CH:19][C:18]([C@H:21]4[CH2:22][CH2:23][C@H:24]([CH2:27][C:28]([OH:30])=[O:29])[CH2:25][CH2:26]4)=[CH:17][CH:16]=3)[CH2:11][CH2:10][C:4]=2[N:5]=[C:6]([O:8][CH3:9])[N:7]=1. The yield is 1.00. (4) The reactants are [Cl:1][C:2]1[CH:27]=[CH:26][CH:25]=[CH:24][C:3]=1[C:4]([NH:6][C:7](=[O:23])[NH:8][C:9]1[S:10][C:11]2[CH:17]=[C:16]([S:18]([CH:21]=[CH2:22])(=[O:20])=[O:19])[CH:15]=[CH:14][C:12]=2[N:13]=1)=[O:5].[CH3:28][O:29][CH2:30][CH2:31][NH2:32]. The catalyst is C1COCC1. The product is [Cl:1][C:2]1[CH:27]=[CH:26][CH:25]=[CH:24][C:3]=1[C:4]([NH:6][C:7](=[O:23])[NH:8][C:9]1[S:10][C:11]2[CH:17]=[C:16]([S:18]([CH2:21][CH2:22][NH:32][CH2:31][CH2:30][O:29][CH3:28])(=[O:20])=[O:19])[CH:15]=[CH:14][C:12]=2[N:13]=1)=[O:5]. The yield is 0.370. (5) The reactants are [C:1]([C:3]1[CH:8]=[CH:7][C:6]([CH3:9])=[C:5]([N+:10]([O-])=O)[CH:4]=1)#[N:2].[H][H]. The catalyst is [Pd].C(O)C. The product is [C:1]([C:3]1[CH:8]=[CH:7][C:6]([CH3:9])=[C:5]([NH2:10])[CH:4]=1)#[N:2]. The yield is 0.980. (6) The reactants are [Cl:1][C:2]1[CH:6]=[N:5][N:4]([CH3:7])[C:3]=1[C:8]1[CH:9]=[C:10]([NH2:16])[CH:11]=[CH:12][C:13]=1[O:14][CH3:15].[F:17][C:18]([F:29])([F:28])[C:19]1[CH:24]=[CH:23][C:22]([N:25]=[C:26]=[O:27])=[CH:21][CH:20]=1. No catalyst specified. The product is [Cl:1][C:2]1[CH:6]=[N:5][N:4]([CH3:7])[C:3]=1[C:8]1[CH:9]=[C:10]([NH:16][C:26]([NH:25][C:22]2[CH:21]=[CH:20][C:19]([C:18]([F:17])([F:28])[F:29])=[CH:24][CH:23]=2)=[O:27])[CH:11]=[CH:12][C:13]=1[O:14][CH3:15]. The yield is 0.150.